From a dataset of Catalyst prediction with 721,799 reactions and 888 catalyst types from USPTO. Predict which catalyst facilitates the given reaction. (1) The catalyst class is: 10. Reactant: BrC1C([C:20]2[S:21][C:22]([Cl:30])=[C:23]([CH2:25][CH2:26][N:27]([CH3:29])[CH3:28])[CH:24]=2)=NC(NCCN2C(C)(C)C(=O)NC2=O)=NC=1.C(=O)([O-])[O-].[K+].[K+].[I-].[Na+].Br[CH2:40][CH2:41]CCBr. Product: [Cl:30][C:22]1[S:21][CH:20]=[CH:24][C:23]=1[CH2:25][CH2:26][N:27]1[CH2:28][CH2:41][CH2:40][CH2:29]1. (2) Reactant: [Br:1][C:2]1[CH:8]=[C:7]([CH3:9])[C:5](N)=[C:4]([O:10][CH3:11])[CH:3]=1.Cl.N([O-])=O.[Na+].O[PH2]=O. Product: [Br:1][C:2]1[CH:8]=[C:7]([CH3:9])[CH:5]=[C:4]([O:10][CH3:11])[CH:3]=1. The catalyst class is: 86. (3) Reactant: [CH3:1][N:2]1[CH2:7][CH2:6][N:5]([C:8]([C:10]2[CH:15]=[CH:14][C:13]([N+:16]([O-])=O)=[CH:12][CH:11]=2)=[O:9])[CH2:4][CH2:3]1.[NH2:16][C:13]1[CH:14]=[CH:15][C:10]([C:8]([N:5]2[CH2:4][CH2:3][N:2]([CH3:1])[CH2:7][CH2:6]2)=[O:9])=[CH:11][CH:12]=1.CO.[H][H]. Product: [NH2:16][C:13]1[CH:12]=[CH:11][C:10]([C:8]([N:5]2[CH2:4][CH2:3][N:2]([CH3:1])[CH2:7][CH2:6]2)=[O:9])=[CH:15][CH:14]=1. The catalyst class is: 45. (4) Reactant: [I-:1].[OH:2][C:3]1[CH:4]=[C:5]([C@@H:9]([N+:11]([CH3:21])([CH3:20])[C@H:12]([C:14]2[CH:19]=[CH:18][CH:17]=[CH:16][CH:15]=2)[CH3:13])[CH3:10])[CH:6]=[CH:7][CH:8]=1.C(#N)C.[OH-].[K+].[CH2:27]([N:29]([CH3:33])[C:30](Cl)=[O:31])[CH3:28]. Product: [I-:1].[CH2:27]([N:29]([CH3:33])[C:30]([O:2][C:3]1[CH:4]=[C:5]([C@@H:9]([N+:11]([CH3:21])([CH3:20])[C@H:12]([C:14]2[CH:19]=[CH:18][CH:17]=[CH:16][CH:15]=2)[CH3:13])[CH3:10])[CH:6]=[CH:7][CH:8]=1)=[O:31])[CH3:28]. The catalyst class is: 196.